This data is from Reaction yield outcomes from USPTO patents with 853,638 reactions. The task is: Predict the reaction yield, written as a fraction of the theoretical maximum amount of product (1.0 means a 100% yield; for example, 0.34 means a 34% yield). (1) The reactants are C([O:3][C:4]([C:6]1[CH:7]=[C:8]([CH:19]=[CH:20][CH:21]=1)[O:9][C:10]1[CH:15]=[CH:14][C:13]([N+:16]([O-:18])=[O:17])=[CH:12][CH:11]=1)=[O:5])C.C1COCC1.O.O[Li].O. The catalyst is O. The product is [C:4]([C:6]1[CH:7]=[C:8]([CH:19]=[CH:20][CH:21]=1)[O:9][C:10]1[CH:11]=[CH:12][C:13]([N+:16]([O-:18])=[O:17])=[CH:14][CH:15]=1)([OH:5])=[O:3]. The yield is 0.950. (2) The reactants are [OH:1][CH2:2][C@H:3]1[CH2:7][CH2:6][CH2:5][N:4]1[C:8]([O:10][C:11]([CH3:14])([CH3:13])[CH3:12])=[O:9].[F:15][C:16]1[C:24]([O:25][C:26]2[C:35]3[C:30](=[CH:31][C:32](O)=[C:33]([O:36][CH3:37])[CH:34]=3)[N:29]=[CH:28][N:27]=2)=[CH:23][CH:22]=[C:21]2[C:17]=1[CH:18]=[C:19]([CH3:39])[NH:20]2. No catalyst specified. The product is [F:15][C:16]1[C:24]([O:25][C:26]2[C:35]3[C:30](=[CH:31][C:32]([O:1][CH2:2][C@H:3]4[CH2:7][CH2:6][CH2:5][N:4]4[C:8]([O:10][C:11]([CH3:14])([CH3:13])[CH3:12])=[O:9])=[C:33]([O:36][CH3:37])[CH:34]=3)[N:29]=[CH:28][N:27]=2)=[CH:23][CH:22]=[C:21]2[C:17]=1[CH:18]=[C:19]([CH3:39])[NH:20]2. The yield is 0.620. (3) The reactants are CS[C:3]1[N:8]=[C:7]([C:9]2[S:13][C:12]([S:14](Cl)(=[O:16])=[O:15])=[CH:11][CH:10]=2)[CH:6]=[CH:5][N:4]=1.[NH:18]1[CH2:23][CH2:22][O:21][CH2:20][CH2:19]1.[CH2:24](N(CC)CC)C.OO[S:33]([O-:35])=[O:34].[K+]. The catalyst is O1CCCC1.CC(C)=O.O.O. The product is [CH3:24][S:33]([C:3]1[N:8]=[C:7]([C:9]2[S:13][C:12]([S:14]([N:18]3[CH2:23][CH2:22][O:21][CH2:20][CH2:19]3)(=[O:16])=[O:15])=[CH:11][CH:10]=2)[CH:6]=[CH:5][N:4]=1)(=[O:35])=[O:34]. The yield is 0.730. (4) The reactants are [CH3:1][CH:2]([CH3:57])[C@H:3]([NH:52][C:53](=[O:56])[O:54][CH3:55])[C:4]([N:6]1[CH2:10][CH2:9][CH2:8][C@H:7]1[C:11]1[NH:12][CH:13]=[C:14]([C:16]2[CH:21]=[CH:20][C:19]([C:22]3[CH:27]=[CH:26][C:25]([C:28]4[N:29]=[C:30]([CH:33]5[CH2:40][C:36]6([CH2:39][NH:38][CH2:37]6)[CH2:35][N:34]5[C:41](=[O:51])[C@@H:42]([NH:46][C:47]([O:49][CH3:50])=[O:48])[CH:43]([CH3:45])[CH3:44])[NH:31][CH:32]=4)=[CH:24][CH:23]=3)=[CH:18][CH:17]=2)[N:15]=1)=[O:5].C(N(CC)CC)C.[CH3:65][S:66](Cl)(=[O:68])=[O:67].C(=O)([O-])[O-].[K+].[K+]. The catalyst is C(Cl)Cl. The product is [CH3:1][CH:2]([CH3:57])[C@H:3]([NH:52][C:53](=[O:56])[O:54][CH3:55])[C:4]([N:6]1[CH2:10][CH2:9][CH2:8][C@H:7]1[C:11]1[NH:12][CH:13]=[C:14]([C:16]2[CH:21]=[CH:20][C:19]([C:22]3[CH:23]=[CH:24][C:25]([C:28]4[N:29]=[C:30]([CH:33]5[CH2:40][C:36]6([CH2:37][N:38]([S:66]([CH3:65])(=[O:68])=[O:67])[CH2:39]6)[CH2:35][N:34]5[C:41](=[O:51])[C@@H:42]([NH:46][C:47]([O:49][CH3:50])=[O:48])[CH:43]([CH3:44])[CH3:45])[NH:31][CH:32]=4)=[CH:26][CH:27]=3)=[CH:18][CH:17]=2)[N:15]=1)=[O:5]. The yield is 0.860.